The task is: Predict the reaction yield, written as a fraction of the theoretical maximum amount of product (1.0 means a 100% yield; for example, 0.34 means a 34% yield).. This data is from Reaction yield outcomes from USPTO patents with 853,638 reactions. (1) The reactants are [CH3:1][N:2]1[C:6]([C:7]2[CH:19]=[N:18][C:17]3[C:16]4[C:15](F)=[CH:14][C:13](C(OC)=O)=[CH:12][C:11]=4[NH:10][C:9]=3[CH:8]=2)=[C:5]([CH3:25])[N:4]=[N:3]1.BrC1C=NC2C3C=[C:34]([S:40](C)(=[O:42])=[O:41])C=CC=3NC=2C=1. No catalyst specified. The product is [CH3:1][N:2]1[C:6]([C:7]2[CH:19]=[N:18][C:17]3[C:16]4[CH:15]=[C:14]([S:40]([CH3:34])(=[O:42])=[O:41])[CH:13]=[CH:12][C:11]=4[NH:10][C:9]=3[CH:8]=2)=[C:5]([CH3:25])[N:4]=[N:3]1. The yield is 0.260. (2) The reactants are [NH:1]1[CH:5]=[CH:4][CH:3]=[C:2]1/[CH:6]=[C:7]1\[C:8](=[O:16])[NH:9][C:10]2[C:15]\1=[CH:14][CH:13]=[CH:12][CH:11]=2.[CH2:17]=O.[CH3:19][N:20]1[CH2:25][CH2:24][NH:23][CH2:22][CH2:21]1. The catalyst is CCO. The product is [CH3:19][N:20]1[CH2:25][CH2:24][N:23]([CH2:17][N:9]2[C:10]3[C:15](=[CH:14][CH:13]=[CH:12][CH:11]=3)[C:7](=[CH:6][C:2]3[NH:1][CH:5]=[CH:4][CH:3]=3)[C:8]2=[O:16])[CH2:22][CH2:21]1. The yield is 0.210. (3) The reactants are [NH:1]1[CH2:13][CH2:12][CH2:11][CH:3]([C:4]([O:6][C:7]([CH3:10])([CH3:9])[CH3:8])=[O:5])[CH2:2]1.F[C:15]1[CH:20]=[CH:19][CH:18]=[CH:17][C:16]=1[N+:21]([O-:23])=[O:22].[F-].[Cs+]. The catalyst is C1(C)C=CC=CC=1.C(OCC)(=O)C. The product is [N+:21]([C:16]1[CH:17]=[CH:18][CH:19]=[CH:20][C:15]=1[N:1]1[CH2:13][CH2:12][CH2:11][CH:3]([C:4]([O:6][C:7]([CH3:9])([CH3:10])[CH3:8])=[O:5])[CH2:2]1)([O-:23])=[O:22]. The yield is 0.940. (4) The reactants are [F:1][C:2]1[CH:7]=[C:6]([F:8])[CH:5]=[CH:4][C:3]=1[C:9]1[CH:14]=[C:13]([N+:15]([O-])=O)[CH:12]=[C:11]([N:18]2[CH2:23][CH2:22][CH2:21][CH2:20][CH2:19]2)[CH:10]=1.[NH4+].[Cl-]. The catalyst is C1COCC1.CO.O.[Zn]. The product is [F:1][C:2]1[CH:7]=[C:6]([F:8])[CH:5]=[CH:4][C:3]=1[C:9]1[CH:10]=[C:11]([N:18]2[CH2:19][CH2:20][CH2:21][CH2:22][CH2:23]2)[CH:12]=[C:13]([NH2:15])[CH:14]=1. The yield is 0.420. (5) The reactants are [C:1]([OH:4])(=[O:3])[CH3:2].[Cl:5][C:6]1[C:7]([CH:15]([S:24]([C:27]2[CH:32]=[CH:31][C:30]([Cl:33])=[CH:29][CH:28]=2)(=[O:26])=[O:25])[C:16]2[CH:21]=[C:20]([F:22])[CH:19]=[CH:18][C:17]=2[F:23])=[CH:8][C:9](CC#N)=[N:10][CH:11]=1.S(=O)(=O)(O)O. The product is [Cl:5][C:6]1[C:7]([CH:15]([S:24]([C:27]2[CH:32]=[CH:31][C:30]([Cl:33])=[CH:29][CH:28]=2)(=[O:26])=[O:25])[C:16]2[CH:21]=[C:20]([F:22])[CH:19]=[CH:18][C:17]=2[F:23])=[CH:8][C:9]([CH2:2][C:1]([OH:4])=[O:3])=[N:10][CH:11]=1. The yield is 0.860. The catalyst is O. (6) The reactants are Br[C:2]1[C:3]([C:14]2[CH:19]=[CH:18][CH:17]=[CH:16][CH:15]=2)=[N:4][S:5][C:6]=1[NH:7][C:8]([C@@H:10]1[CH2:12][C@H:11]1[CH3:13])=[O:9].[CH2:20]([Li])CCC.CI. The catalyst is C1COCC1. The product is [CH3:13][C@@H:11]1[CH2:12][C@H:10]1[C:8]([NH:7][C:6]1[S:5][N:4]=[C:3]([C:14]2[CH:19]=[CH:18][CH:17]=[CH:16][CH:15]=2)[C:2]=1[CH3:20])=[O:9]. The yield is 0.164. (7) The reactants are BrCCBr.C[Si](Cl)(C)C.[CH3:10][O:11][C:12](=[O:22])/[C:13](/I)=[CH:14]\[CH:15]1[CH2:20][CH2:19][CH2:18][CH2:17][CH2:16]1.C1(P(C2C=CC=CC=2)C2C=CC=CC=2)C=CC=CC=1.[Cl:42][C:43]1[CH:48]=[C:47](I)[CH:46]=[CH:45][C:44]=1[N:50]1[C:54]([CH3:55])=[N:53][N:52]=[N:51]1.[Cl-].[NH4+]. The catalyst is O1CCCC1.[Zn].C1C=CC(/C=C/C(/C=C/C2C=CC=CC=2)=O)=CC=1.C1C=CC(/C=C/C(/C=C/C2C=CC=CC=2)=O)=CC=1.[Pd]. The product is [CH3:10][O:11][C:12](=[O:22])/[C:13](/[C:47]1[CH:46]=[CH:45][C:44]([N:50]2[C:54]([CH3:55])=[N:53][N:52]=[N:51]2)=[C:43]([Cl:42])[CH:48]=1)=[CH:14]/[CH:15]1[CH2:20][CH2:19][CH2:18][CH2:17][CH2:16]1. The yield is 0.640. (8) The reactants are [CH:1]1([C:4](=[C:7]2[C:13]3[CH:14]=[CH:15][C:16]([C:18]#[C:19][Si](C)(C)C)=[CH:17][C:12]=3[CH2:11][O:10][C:9]3[CH:24]=[C:25]([F:28])[CH:26]=[CH:27][C:8]2=3)[C:5]#[N:6])[CH2:3][CH2:2]1.C(=O)([O-])[O-].[K+].[K+].O. The catalyst is CO. The product is [CH:1]1([C:4](=[C:7]2[C:13]3[CH:14]=[CH:15][C:16]([C:18]#[CH:19])=[CH:17][C:12]=3[CH2:11][O:10][C:9]3[CH:24]=[C:25]([F:28])[CH:26]=[CH:27][C:8]2=3)[C:5]#[N:6])[CH2:3][CH2:2]1. The yield is 0.740.